This data is from Full USPTO retrosynthesis dataset with 1.9M reactions from patents (1976-2016). The task is: Predict the reactants needed to synthesize the given product. (1) The reactants are: [Cl:1][C:2]1[CH:23]=[CH:22][C:5]([CH2:6][N:7]2[C:16]3[C:11](=[CH:12][C:13]([O:17][CH3:18])=[CH:14][CH:15]=3)[C:10](=[O:19])[C:9]([C:20]#[N:21])=[CH:8]2)=[CH:4][CH:3]=1.[OH-:24].[Na+]. Given the product [CH2:10]([C:9]1[O:24][C:20]([C:9]2[C:10](=[O:19])[C:11]3[C:16](=[CH:15][CH:14]=[C:13]([O:17][CH3:18])[CH:12]=3)[N:7]([CH2:6][C:5]3[CH:4]=[CH:3][C:2]([Cl:1])=[CH:23][CH:22]=3)[CH:8]=2)=[N:21][CH:8]=1)[C:11]1[CH:16]=[CH:15][CH:14]=[CH:13][CH:12]=1, predict the reactants needed to synthesize it. (2) The reactants are: [Cl:1][C:2]1[C:7]([Cl:8])=[CH:6][C:5]([NH2:9])=[C:4]([NH2:10])[CH:3]=1.C([O:15][C:16](=O)[CH2:17][C:18]([C:20]1[CH:25]=[CH:24][CH:23]=[C:22]([C:26]2[CH:31]=[CH:30][N:29]=[C:28]([CH2:32][CH3:33])[CH:27]=2)[CH:21]=1)=O)(C)(C)C. Given the product [Cl:1][C:2]1[C:7]([Cl:8])=[CH:6][C:5]2[NH:9][C:16](=[O:15])[CH2:17][C:18]([C:20]3[CH:25]=[CH:24][CH:23]=[C:22]([C:26]4[CH:31]=[CH:30][N:29]=[C:28]([CH2:32][CH3:33])[CH:27]=4)[CH:21]=3)=[N:10][C:4]=2[CH:3]=1, predict the reactants needed to synthesize it. (3) Given the product [F:9][C:10]1[CH:11]=[C:12]([CH:15]=[C:16]([F:19])[C:17]=1[N:2]1[CH2:7][CH2:6][CH2:5][CH:4]([OH:8])[CH2:3]1)[C:13]#[N:14], predict the reactants needed to synthesize it. The reactants are: Cl.[NH:2]1[CH2:7][CH2:6][CH2:5][C@H:4]([OH:8])[CH2:3]1.[F:9][C:10]1[CH:11]=[C:12]([CH:15]=[C:16]([F:19])[C:17]=1F)[C:13]#[N:14].C(=O)([O-])[O-].[K+].[K+].CN(C)C=O. (4) Given the product [O:11]=[C:12]1[CH2:21][N:20]2[C@H:14]([CH2:15][O:16][C:17]3[CH:26]=[CH:25][CH:24]=[CH:23][C:18]=3[C:19]2=[O:22])[CH2:13]1, predict the reactants needed to synthesize it. The reactants are: C(Cl)(=O)C(Cl)=O.CS(C)=O.[OH:11][C@H:12]1[CH2:21][N:20]2[C@H:14]([CH2:15][O:16][C:17]3[CH:26]=[CH:25][CH:24]=[CH:23][C:18]=3[C:19]2=[O:22])[CH2:13]1.C(N(CC)CC)C.